From a dataset of Reaction yield outcomes from USPTO patents with 853,638 reactions. Predict the reaction yield, written as a fraction of the theoretical maximum amount of product (1.0 means a 100% yield; for example, 0.34 means a 34% yield). (1) The reactants are [NH2:1][CH2:2][C@@H:3]1[C@H:7]2[O:8][C:9]([CH3:12])([CH3:11])[O:10][C@H:6]2[C@H:5]([N:13]2[CH:21]=[N:20][C:19]3[C:14]2=[N:15][CH:16]=[N:17][C:18]=3[NH2:22])[O:4]1.[CH:23](=O)[CH3:24].[BH-](OC(C)=O)(OC(C)=O)OC(C)=O.[Na+].C([O-])(O)=O.[Na+]. The catalyst is ClCCCl. The product is [CH2:23]([NH:1][CH2:2][C@@H:3]1[C@H:7]2[O:8][C:9]([CH3:12])([CH3:11])[O:10][C@H:6]2[C@H:5]([N:13]2[CH:21]=[N:20][C:19]3[C:14]2=[N:15][CH:16]=[N:17][C:18]=3[NH2:22])[O:4]1)[CH3:24]. The yield is 0.370. (2) The reactants are [Si]([O:8][CH2:9][CH2:10][C:11]1[N:15]([CH3:16])[N:14]=[C:13]([C:17]2[CH:22]=[CH:21][C:20]([O:23]C)=[CH:19][CH:18]=2)[C:12]=1[C:25]1[C:26]([CH3:31])=[N:27][O:28][C:29]=1[CH3:30])(C(C)(C)C)(C)C.B(F)(F)F.S(C)C. The catalyst is C(Cl)Cl. The product is [CH3:31][C:26]1[C:25]([C:12]2[C:13]([C:17]3[CH:18]=[CH:19][C:20]([OH:23])=[CH:21][CH:22]=3)=[N:14][N:15]([CH3:16])[C:11]=2[CH2:10][CH2:9][OH:8])=[C:29]([CH3:30])[O:28][N:27]=1. The yield is 0.970.